Dataset: Peptide-MHC class I binding affinity with 185,985 pairs from IEDB/IMGT. Task: Regression. Given a peptide amino acid sequence and an MHC pseudo amino acid sequence, predict their binding affinity value. This is MHC class I binding data. The peptide sequence is FAKINPGEII. The MHC is H-2-Db with pseudo-sequence H-2-Db. The binding affinity (normalized) is 0.294.